Dataset: Full USPTO retrosynthesis dataset with 1.9M reactions from patents (1976-2016). Task: Predict the reactants needed to synthesize the given product. (1) Given the product [Br:1][C:2]1[C:15]([O:16][CH3:17])=[CH:14][C:13]2[C:4](=[C:5]([O:20][C@H:32]3[CH2:36][N:35]([C:37]([O:39][C:40]([CH3:43])([CH3:42])[CH3:41])=[O:38])[C@H:34]([C:44]([O:46][CH3:47])=[O:45])[CH2:33]3)[N:6]=[C:7]3[C:12]=2[CH:11]=[CH:10][C:9]([C:18]#[N:19])=[CH:8]3)[CH:3]=1, predict the reactants needed to synthesize it. The reactants are: [Br:1][C:2]1[CH:3]=[C:4]2[C:13](=[CH:14][C:15]=1[O:16][CH3:17])[C:12]1[CH:11]=[CH:10][C:9]([C:18]#[N:19])=[CH:8][C:7]=1[NH:6][C:5]2=[O:20].BrC1C=CC(S(O[C@@H:32]2[CH2:36][N:35]([C:37]([O:39][C:40]([CH3:43])([CH3:42])[CH3:41])=[O:38])[C@H:34]([C:44]([O:46][CH3:47])=[O:45])[CH2:33]2)(=O)=O)=CC=1.C([O-])([O-])=O.[Cs+].[Cs+].O. (2) Given the product [Br:2][CH2:16][C:7]1[CH:8]=[CH:9][CH:10]=[C:11]([C:12]([F:15])([F:14])[F:13])[C:6]=1[Cl:5], predict the reactants needed to synthesize it. The reactants are: P(Br)(Br)[Br:2].[Cl:5][C:6]1[C:11]([C:12]([F:15])([F:14])[F:13])=[CH:10][CH:9]=[CH:8][C:7]=1[CH2:16]O.S([O-])(O)(=O)=O.[Na+].